Dataset: Reaction yield outcomes from USPTO patents with 853,638 reactions. Task: Predict the reaction yield, written as a fraction of the theoretical maximum amount of product (1.0 means a 100% yield; for example, 0.34 means a 34% yield). (1) The reactants are [CH3:1][C:2]1[N:7]([C:8]2[CH:13]=[CH:12][CH:11]=[CH:10][CH:9]=2)[C:6](=[O:14])[C:5]([CH3:15])=[C:4]([CH3:16])[N:3]=1.O=[CH:18][C:19]1[CH:27]=[CH:26][CH:25]=[C:22]([O:23][CH3:24])[C:20]=1[OH:21]. The catalyst is CC(O)=O. The product is [OH:21][C:20]1[C:22]([O:23][CH3:24])=[CH:25][CH:26]=[CH:27][C:19]=1[CH:18]=[CH:1][C:2]1[N:7]([C:8]2[CH:9]=[CH:10][CH:11]=[CH:12][CH:13]=2)[C:6](=[O:14])[C:5]([CH3:15])=[C:4]([CH3:16])[N:3]=1. The yield is 0.580. (2) The reactants are [Cl:1][C:2]1[CH:11]=[CH:10][CH:9]=[C:8]2[C:3]=1[C:4](=[O:21])[N:5]([C:14]1[CH:19]=[CH:18][CH:17]=[CH:16][C:15]=1[CH3:20])[C:6]([CH2:12]Cl)=[N:7]2.O.[SH:23][C:24]1[N:32]=[CH:31][N:30]=[C:29]2[C:25]=1[NH:26][CH:27]=[N:28]2.C([O-])([O-])=O.[K+].[K+]. The catalyst is CN(C=O)C. The product is [Cl:1][C:2]1[CH:11]=[CH:10][CH:9]=[C:8]2[C:3]=1[C:4](=[O:21])[N:5]([C:14]1[CH:19]=[CH:18][CH:17]=[CH:16][C:15]=1[CH3:20])[C:6]([CH2:12][S:23][C:24]1[N:32]=[CH:31][N:30]=[C:29]3[C:25]=1[N:26]=[CH:27][NH:28]3)=[N:7]2. The yield is 0.460. (3) The reactants are [CH3:1][O:2][C:3]1[CH:20]=[CH:19][C:6]([C:7]([CH:9]2[CH2:14][CH2:13][N:12]([CH2:15][C:16]([OH:18])=O)[CH2:11][CH2:10]2)=[O:8])=[CH:5][CH:4]=1.[NH2:21][CH2:22][C:23]1[NH:24][C:25](=[O:34])[C:26]2[CH2:33][CH2:32][CH2:31][CH2:30][CH2:29][C:27]=2[N:28]=1. No catalyst specified. The product is [CH3:1][O:2][C:3]1[CH:4]=[CH:5][C:6]([C:7]([CH:9]2[CH2:10][CH2:11][N:12]([CH2:15][C:16]([NH:21][CH2:22][C:23]3[NH:24][C:25](=[O:34])[C:26]4[CH2:33][CH2:32][CH2:31][CH2:30][CH2:29][C:27]=4[N:28]=3)=[O:18])[CH2:13][CH2:14]2)=[O:8])=[CH:19][CH:20]=1. The yield is 0.440. (4) The reactants are [Br:1][C:2]1[CH:8]=[CH:7][C:5]([NH2:6])=[CH:4][CH:3]=1.C[Al](C)C.[F:13][C:14]1[CH:19]=[C:18]([F:20])[CH:17]=[CH:16][C:15]=1[C@@:21]([OH:47])([CH2:41][N:42]1[CH:46]=[N:45][CH:44]=[N:43]1)[C@H:22]([S:24][C@@H:25]1[CH2:30][O:29][C@@H:28]([C:31]2[CH:40]=[CH:39][C:34]([C:35](OC)=[O:36])=[CH:33][CH:32]=2)[O:27][CH2:26]1)[CH3:23]. No catalyst specified. The product is [Br:1][C:2]1[CH:8]=[CH:7][C:5]([NH:6][C:35](=[O:36])[C:34]2[CH:39]=[CH:40][C:31]([C@H:28]3[O:27][CH2:26][C@H:25]([S:24][C@H:22]([CH3:23])[C@:21]([C:15]4[CH:16]=[CH:17][C:18]([F:20])=[CH:19][C:14]=4[F:13])([OH:47])[CH2:41][N:42]4[CH:46]=[N:45][CH:44]=[N:43]4)[CH2:30][O:29]3)=[CH:32][CH:33]=2)=[CH:4][CH:3]=1. The yield is 0.950.